From a dataset of Retrosynthesis with 50K atom-mapped reactions and 10 reaction types from USPTO. Predict the reactants needed to synthesize the given product. (1) The reactants are: CN1C2CCCC1CC(N)C2.COc1cc(Cl)ccc1-c1nc2c(C(=O)O)cccc2o1. Given the product COc1cc(Cl)ccc1-c1nc2c(C(=O)NC3CC4CCCC(C3)N4C)cccc2o1, predict the reactants needed to synthesize it. (2) Given the product Cc1cc(Br)ccc1N=C=S, predict the reactants needed to synthesize it. The reactants are: Cc1cc(Br)ccc1N.S=C=S.